This data is from Reaction yield outcomes from USPTO patents with 853,638 reactions. The task is: Predict the reaction yield, written as a fraction of the theoretical maximum amount of product (1.0 means a 100% yield; for example, 0.34 means a 34% yield). (1) The reactants are [C:1]([O:5][C:6](=[O:45])[NH:7][C:8]1[CH:13]=[CH:12][CH:11]=[C:10]([C:14]2[N:18]=[C:17]([C:19]3[S:23][C:22]([NH:24]C(C4C=CC=CC=4)(C4C=CC=CC=4)C4C=CC=CC=4)=[N:21][C:20]=3[NH2:44])[O:16][N:15]=2)[CH:9]=1)([CH3:4])([CH3:3])[CH3:2]. The catalyst is C(O)=O.C(OCC)C. The product is [C:1]([O:5][C:6](=[O:45])[NH:7][C:8]1[CH:13]=[CH:12][CH:11]=[C:10]([C:14]2[N:18]=[C:17]([C:19]3[S:23][C:22]([NH2:24])=[N:21][C:20]=3[NH2:44])[O:16][N:15]=2)[CH:9]=1)([CH3:4])([CH3:2])[CH3:3]. The yield is 0.530. (2) The reactants are Br[C:2]1[CH:7]=[CH:6][N:5]=[C:4]([O:8][CH3:9])[CH:3]=1.[F:10][C:11]1[CH:16]=[C:15]([O:17][CH3:18])[CH:14]=[CH:13][C:12]=1B(O)O.C([O-])([O-])=O.[K+].[K+]. The catalyst is CS(C)=O.[Pd](Cl)Cl.C1(P(C2C=CC=CC=2)C2C=CC=CC=2)C=CC=CC=1.C1(P(C2C=CC=CC=2)C2C=CC=CC=2)C=CC=CC=1. The product is [F:10][C:11]1[CH:16]=[C:15]([O:17][CH3:18])[CH:14]=[CH:13][C:12]=1[C:2]1[CH:7]=[CH:6][N:5]=[C:4]([O:8][CH3:9])[CH:3]=1. The yield is 0.570. (3) The reactants are [Br:1][C:2]1[CH:3]=[C:4]([C:9]([C:13]2[CH:14]=[N:15][C:16](F)=[CH:17][CH:18]=2)=[CH:10]OC)[C:5]([NH2:8])=[N:6][CH:7]=1.Cl(O)(=O)(=O)=[O:21]. The catalyst is O1CCOCC1.O.[OH-].[Na+]. The product is [Br:1][C:2]1[CH:3]=[C:4]2[C:9]([C:13]3[CH:18]=[CH:17][C:16]([OH:21])=[N:15][CH:14]=3)=[CH:10][NH:8][C:5]2=[N:6][CH:7]=1. The yield is 0.770. (4) The reactants are [CH2:1]([O:3][C:4](=[O:30])[CH2:5][N:6]1[C:14]2[CH2:13][CH2:12][CH2:11][CH:10]([NH:15][S:16]([C:19]3[CH:24]=[C:23]([C:25]([F:28])([F:27])[F:26])[CH:22]=[C:21](F)[CH:20]=3)(=[O:18])=[O:17])[C:9]=2[CH:8]=[N:7]1)[CH3:2].[H-].[Na+].[CH2:33]([OH:35])[CH3:34].Cl. The catalyst is CN(C)C=O. The product is [CH2:1]([O:3][C:4](=[O:30])[CH2:5][N:6]1[C:14]2[CH2:13][CH2:12][CH2:11][CH:10]([NH:15][S:16]([C:19]3[CH:24]=[C:23]([C:25]([F:28])([F:26])[F:27])[CH:22]=[C:21]([O:35][CH2:33][CH3:34])[CH:20]=3)(=[O:18])=[O:17])[C:9]=2[CH:8]=[N:7]1)[CH3:2]. The yield is 0.780.